Dataset: Catalyst prediction with 721,799 reactions and 888 catalyst types from USPTO. Task: Predict which catalyst facilitates the given reaction. (1) Reactant: [NH2:1][C:2]1[C:3]([C:8]([O:10][CH3:11])=[O:9])=[N:4][CH:5]=[CH:6][CH:7]=1.S(=O)(=O)(O)O.[Br:17]Br.[OH-].[Na+]. Product: [NH2:1][C:2]1[C:3]([C:8]([O:10][CH3:11])=[O:9])=[N:4][C:5]([Br:17])=[CH:6][CH:7]=1. The catalyst class is: 86. (2) Reactant: [H-].[Na+].[S:3]([N:13]1[C:17]2=[N:18][CH:19]=[C:20]([NH:22][C:23](=[O:29])[O:24][C:25]([CH3:28])([CH3:27])[CH3:26])[N:21]=[C:16]2[CH:15]=[CH:14]1)([C:6]1[CH:12]=[CH:11][C:9]([CH3:10])=[CH:8][CH:7]=1)(=[O:5])=[O:4].Br[CH2:31][C:32]([C@@H:34]1[CH2:39][CH2:38][CH2:37][N:36]([C:40]([O:42][CH2:43][CH:44]2[C:56]3[CH:55]=[CH:54][CH:53]=[CH:52][C:51]=3[C:50]3[C:45]2=[CH:46][CH:47]=[CH:48][CH:49]=3)=[O:41])[CH2:35]1)=[O:33]. Product: [CH:46]1[C:45]2[CH:44]([CH2:43][O:42][C:40]([N:36]3[CH2:37][CH2:38][CH2:39][C@@H:34]([C:32](=[O:33])[CH2:31][N:22]([C:23]([O:24][C:25]([CH3:26])([CH3:28])[CH3:27])=[O:29])[C:20]4[N:21]=[C:16]5[CH:15]=[CH:14][N:13]([S:3]([C:6]6[CH:7]=[CH:8][C:9]([CH3:10])=[CH:11][CH:12]=6)(=[O:5])=[O:4])[C:17]5=[N:18][CH:19]=4)[CH2:35]3)=[O:41])[C:56]3[C:51](=[CH:52][CH:53]=[CH:54][CH:55]=3)[C:50]=2[CH:49]=[CH:48][CH:47]=1. The catalyst class is: 3. (3) Reactant: Br[C:2]1[C:3]([NH2:9])=[N:4][CH:5]=[C:6]([Br:8])[N:7]=1.C(=O)([O-])[O-].[Na+].[Na+].[F:16][C:17]1[CH:22]=[CH:21][C:20](B(O)O)=[CH:19][CH:18]=1. Product: [Br:8][C:6]1[N:7]=[C:2]([C:20]2[CH:21]=[CH:22][C:17]([F:16])=[CH:18][CH:19]=2)[C:3]([NH2:9])=[N:4][CH:5]=1. The catalyst class is: 659. (4) Reactant: [Cl:1][C:2]1[CH:7]=[C:6]([C:8]2[S:12][C:11]([CH3:13])=[N:10][CH:9]=2)[CH:5]=[CH:4][C:3]=1[C:14]1[C:26](=[O:27])[N:25]([CH2:28][CH3:29])[C:17]2[N:18]=[C:19](S(C)=O)[N:20]=[CH:21][C:16]=2[CH:15]=1.[CH2:30]([N:32]1[CH2:37][CH2:36][CH:35]([C:38]2[CH:44]=[CH:43][C:41]([NH2:42])=[CH:40][CH:39]=2)[CH2:34][CH2:33]1)[CH3:31]. Product: [Cl:1][C:2]1[CH:7]=[C:6]([C:8]2[S:12][C:11]([CH3:13])=[N:10][CH:9]=2)[CH:5]=[CH:4][C:3]=1[C:14]1[C:26](=[O:27])[N:25]([CH2:28][CH3:29])[C:17]2[N:18]=[C:19]([NH:42][C:41]3[CH:43]=[CH:44][C:38]([CH:35]4[CH2:34][CH2:33][N:32]([CH2:30][CH3:31])[CH2:37][CH2:36]4)=[CH:39][CH:40]=3)[N:20]=[CH:21][C:16]=2[CH:15]=1. The catalyst class is: 4. (5) Reactant: O.[OH-].[Li+].[Cl:4][C:5]1[C:10](=[O:11])[N:9]([CH2:12][C:13]([F:16])([F:15])[F:14])[CH:8]=[C:7]([C:17]([O:19]C)=[O:18])[CH:6]=1. Product: [Cl:4][C:5]1[C:10](=[O:11])[N:9]([CH2:12][C:13]([F:15])([F:16])[F:14])[CH:8]=[C:7]([C:17]([OH:19])=[O:18])[CH:6]=1. The catalyst class is: 30.